This data is from Peptide-MHC class I binding affinity with 185,985 pairs from IEDB/IMGT. The task is: Regression. Given a peptide amino acid sequence and an MHC pseudo amino acid sequence, predict their binding affinity value. This is MHC class I binding data. (1) The peptide sequence is RVACRDVEV. The MHC is HLA-A02:06 with pseudo-sequence HLA-A02:06. The binding affinity (normalized) is 0.936. (2) The peptide sequence is YTLVVPLVY. The MHC is HLA-B58:01 with pseudo-sequence HLA-B58:01. The binding affinity (normalized) is 0.633. (3) The peptide sequence is SSLLWGFYL. The MHC is HLA-B18:01 with pseudo-sequence HLA-B18:01. The binding affinity (normalized) is 0.0847. (4) The peptide sequence is TLNHVLALKY. The MHC is HLA-A68:01 with pseudo-sequence HLA-A68:01. The binding affinity (normalized) is 0.123. (5) The peptide sequence is AMQDPNPEV. The MHC is HLA-B08:02 with pseudo-sequence HLA-B08:02. The binding affinity (normalized) is 0.0847. (6) The peptide sequence is NLKLYGAEF. The MHC is HLA-A11:01 with pseudo-sequence HLA-A11:01. The binding affinity (normalized) is 0.0847. (7) The peptide sequence is FTFGDTALY. The MHC is HLA-A02:01 with pseudo-sequence HLA-A02:01. The binding affinity (normalized) is 0.